From a dataset of Reaction yield outcomes from USPTO patents with 853,638 reactions. Predict the reaction yield, written as a fraction of the theoretical maximum amount of product (1.0 means a 100% yield; for example, 0.34 means a 34% yield). The reactants are [CH3:1][O:2][C:3]1[CH:4]=[C:5]2[C:10](=[CH:11][C:12]=1[O:13][CH3:14])[N:9]=[CH:8][CH:7]=[C:6]2[O:15][C:16]1[CH:21]=[CH:20][C:19]([NH:22][C:23]([C:25]2([C:36]([NH:38][C:39]3[CH:44]=[CH:43][C:42]([F:45])=[CH:41][CH:40]=3)=[O:37])[CH2:28][N:27](CC3C=CC=CC=3)[CH2:26]2)=[O:24])=[CH:18][CH:17]=1.C(O)(=O)C. The catalyst is CO.[Pd]. The product is [CH3:1][O:2][C:3]1[CH:4]=[C:5]2[C:10](=[CH:11][C:12]=1[O:13][CH3:14])[N:9]=[CH:8][CH:7]=[C:6]2[O:15][C:16]1[CH:17]=[CH:18][C:19]([NH:22][C:23]([C:25]2([C:36]([NH:38][C:39]3[CH:40]=[CH:41][C:42]([F:45])=[CH:43][CH:44]=3)=[O:37])[CH2:26][NH:27][CH2:28]2)=[O:24])=[CH:20][CH:21]=1. The yield is 0.320.